This data is from Forward reaction prediction with 1.9M reactions from USPTO patents (1976-2016). The task is: Predict the product of the given reaction. Given the reactants [C:1]1(C)[C:2]([S:7]([OH:10])(=[O:9])=[O:8])=[CH:3][CH:4]=[CH:5][CH:6]=1.[CH2:12]([C:14]([CH3:16])=[O:15])[CH3:13], predict the reaction product. The product is: [S:7]([C:2]1[CH:1]=[CH:6][C:5]([CH3:12])=[CH:4][CH:3]=1)([OH:10])(=[O:8])=[O:9].[OH:15][CH:14]([CH3:16])[C:12](=[O:8])[CH3:13].